This data is from Forward reaction prediction with 1.9M reactions from USPTO patents (1976-2016). The task is: Predict the product of the given reaction. (1) Given the reactants O[Li].O.[C:4]1([N:10]2[C:18]3[CH2:17][CH2:16][CH2:15][CH:14]([CH2:19][C:20]([O:22]CC)=[O:21])[C:13]=3[CH:12]=[N:11]2)[CH:9]=[CH:8][CH:7]=[CH:6][CH:5]=1, predict the reaction product. The product is: [C:4]1([N:10]2[C:18]3[CH2:17][CH2:16][CH2:15][CH:14]([CH2:19][C:20]([OH:22])=[O:21])[C:13]=3[CH:12]=[N:11]2)[CH:5]=[CH:6][CH:7]=[CH:8][CH:9]=1. (2) The product is: [F:1][C:2]1[CH:9]=[C:8]([O:10][CH2:13][C:14]2[CH:18]=[C:17]([CH3:19])[O:16][N:15]=2)[CH:7]=[C:6]([F:11])[C:3]=1[CH2:4][O:5][C:21]([N:23]1[C@H:28]([CH3:29])[CH2:27][NH:26][CH2:25][C@@H:24]1[CH3:37])=[O:22]. Given the reactants [F:1][C:2]1[CH:9]=[C:8]([OH:10])[CH:7]=[C:6]([F:11])[C:3]=1[CH2:4][OH:5].Cl[CH2:13][C:14]1[CH:18]=[C:17]([CH3:19])[O:16][N:15]=1.Cl[C:21]([N:23]1[C@H:28]([CH3:29])[CH2:27][N:26](C(OC(C)(C)C)=O)[CH2:25][C@@H:24]1[CH3:37])=[O:22], predict the reaction product. (3) The product is: [CH2:4]([O:11][C:12]1[CH:33]=[CH:32][C:15]([CH2:16][O:17]/[N:18]=[C:19](/[C:26]2[CH:31]=[CH:30][CH:29]=[CH:28][CH:27]=2)\[CH2:20][CH2:21][C:22]([OH:24])=[O:23])=[CH:14][CH:13]=1)[C:5]1[CH:6]=[CH:7][CH:8]=[CH:9][CH:10]=1. Given the reactants O.[OH-].[Li+].[CH2:4]([O:11][C:12]1[CH:33]=[CH:32][C:15]([CH2:16][O:17]/[N:18]=[C:19](/[C:26]2[CH:31]=[CH:30][CH:29]=[CH:28][CH:27]=2)\[CH2:20][CH2:21][C:22]([O:24]C)=[O:23])=[CH:14][CH:13]=1)[C:5]1[CH:10]=[CH:9][CH:8]=[CH:7][CH:6]=1.O.Cl, predict the reaction product. (4) Given the reactants Br[C:2]1[CH:7]=[C:6](F)[C:5]([N+:9]([O-])=O)=[CH:4][C:3]=1[F:12].[CH3:13][N:14]([CH3:18])[CH2:15][CH2:16][NH2:17].[NH:19](C(OC(C)(C)C)=O)[CH:20]([C:28](O)=O)[C:21]1[CH:26]=[CH:25][C:24]([Cl:27])=[CH:23][CH:22]=1.Cl[C:39]1[CH:44]=[CH:43][N:42]=[C:41]2[NH:45][CH:46]=[CH:47][C:40]=12, predict the reaction product. The product is: [NH2:19][CH:20]([C:21]1[CH:22]=[CH:23][C:24]([Cl:27])=[CH:25][CH:26]=1)[C:28]1[N:17]([CH2:16][CH2:15][N:14]([CH3:18])[CH3:13])[C:6]2[CH:7]=[C:2]([C:39]3[CH:44]=[CH:43][N:42]=[C:41]4[NH:45][CH:46]=[CH:47][C:40]=34)[C:3]([F:12])=[CH:4][C:5]=2[N:9]=1. (5) Given the reactants [F:1][C:2]1[CH:22]=[C:21]([NH:23][C:24]([C:26]2([C:29](=[O:38])[NH:30][C:31]3[CH:36]=[CH:35][C:34]([F:37])=[CH:33][CH:32]=3)[CH2:28][CH2:27]2)=[O:25])[C:20]([F:39])=[CH:19][C:3]=1[O:4][C:5]1[CH:10]=[CH:9][N:8]=[C:7]([NH:11]C(=O)OC(C)(C)C)[CH:6]=1.C([O-])(O)=O.[Na+], predict the reaction product. The product is: [NH2:11][C:7]1[CH:6]=[C:5]([O:4][C:3]2[C:2]([F:1])=[CH:22][C:21]([NH:23][C:24]([C:26]3([C:29]([NH:30][C:31]4[CH:32]=[CH:33][C:34]([F:37])=[CH:35][CH:36]=4)=[O:38])[CH2:28][CH2:27]3)=[O:25])=[C:20]([F:39])[CH:19]=2)[CH:10]=[CH:9][N:8]=1. (6) Given the reactants [C:1]1([Mg]Cl)[CH:6]=[CH:5][CH:4]=[CH:3][CH:2]=1.C([Cu])#N.FC1C=CC(C=C)=CC=1.[CH2:21]([O:23][C:24](=[O:32])[C:25]1[CH:30]=[CH:29][CH:28]=[CH:27][C:26]=1Br)[CH3:22], predict the reaction product. The product is: [CH2:21]([O:23][C:24]([C:25]1[C:26]([C:1]2[CH:6]=[CH:5][CH:4]=[CH:3][CH:2]=2)=[CH:27][CH:28]=[CH:29][CH:30]=1)=[O:32])[CH3:22].